Dataset: Forward reaction prediction with 1.9M reactions from USPTO patents (1976-2016). Task: Predict the product of the given reaction. (1) Given the reactants C[O:2][C:3](=[O:35])[CH2:4][CH2:5][CH2:6][O:7][C:8]1[CH:13]=[CH:12][C:11]([Cl:14])=[CH:10][C:9]=1[CH2:15][C:16]1[CH:21]=[C:20]([Cl:22])[CH:19]=[CH:18][C:17]=1[O:23][CH2:24][C:25]([O:27]CC1C=CC=CC=1)=[O:26].[OH-].[Na+], predict the reaction product. The product is: [C:25]([CH2:24][O:23][C:17]1[CH:18]=[CH:19][C:20]([Cl:22])=[CH:21][C:16]=1[CH2:15][C:9]1[CH:10]=[C:11]([Cl:14])[CH:12]=[CH:13][C:8]=1[O:7][CH2:6][CH2:5][CH2:4][C:3]([OH:35])=[O:2])([OH:27])=[O:26]. (2) Given the reactants [Cl:1][C:2]1[CH:3]=[C:4]([C:23]([O:25]C)=[O:24])[C:5]([CH3:22])=[C:6]([CH:21]=1)[O:7][CH:8]1[CH2:13][CH2:12][N:11]([C:14]([O:16][C:17]([CH3:20])([CH3:19])[CH3:18])=[O:15])[CH2:10][CH2:9]1.[OH-].[Na+], predict the reaction product. The product is: [C:17]([O:16][C:14]([N:11]1[CH2:10][CH2:9][CH:8]([O:7][C:6]2[C:5]([CH3:22])=[C:4]([CH:3]=[C:2]([Cl:1])[CH:21]=2)[C:23]([OH:25])=[O:24])[CH2:13][CH2:12]1)=[O:15])([CH3:20])([CH3:19])[CH3:18]. (3) Given the reactants [CH2:1]([O:4][C:5]([CH3:16])([C:11]([F:15])([F:14])[CH:12]=[CH2:13])[C:6]([O:8][CH2:9][CH3:10])=[O:7])C=C, predict the reaction product. The product is: [F:15][C:11]1([F:14])[CH:12]=[CH:13][CH2:1][O:4][C:5]1([CH3:16])[C:6]([O:8][CH2:9][CH3:10])=[O:7]. (4) The product is: [Si:5]([O:12][CH2:13][CH:14]([O:24][C:25]1[CH:33]=[CH:32][CH:31]=[C:30]2[C:26]=1[CH2:27][CH2:28][NH:29]2)[CH2:15][O:16][Si:17]([C:20]([CH3:23])([CH3:22])[CH3:21])([CH3:19])[CH3:18])([C:8]([CH3:9])([CH3:10])[CH3:11])([CH3:7])[CH3:6]. Given the reactants [BH3-]C#N.[Na+].[Si:5]([O:12][CH2:13][CH:14]([O:24][C:25]1[CH:33]=[CH:32][CH:31]=[C:30]2[C:26]=1[CH:27]=[CH:28][NH:29]2)[CH2:15][O:16][Si:17]([C:20]([CH3:23])([CH3:22])[CH3:21])([CH3:19])[CH3:18])([C:8]([CH3:11])([CH3:10])[CH3:9])([CH3:7])[CH3:6], predict the reaction product.